This data is from Full USPTO retrosynthesis dataset with 1.9M reactions from patents (1976-2016). The task is: Predict the reactants needed to synthesize the given product. (1) Given the product [Cl:10][C:11]1[CH:12]=[C:13]([C@@H:21]([CH2:33][CH:34]2[CH2:38][CH2:37][CH2:36][CH2:35]2)[C:22]([NH:24][C:25]2[CH:30]=[N:29][C:39]([CH:40]([OH:41])[CH2:42][OH:5])=[CH:27][N:26]=2)=[O:23])[CH:14]=[CH:15][C:16]=1[S:17]([CH3:20])(=[O:19])=[O:18], predict the reactants needed to synthesize it. The reactants are: C[N+]1([O-])CC[O:5]CC1.O.[Cl:10][C:11]1[CH:12]=[C:13]([C@@H:21]([CH2:33][CH:34]2[CH2:38][CH2:37][CH2:36][CH2:35]2)[C:22]([NH:24][C:25]2[CH:30]=[N:29]C(C=C)=[CH:27][N:26]=2)=[O:23])[CH:14]=[CH:15][C:16]=1[S:17]([CH3:20])(=[O:19])=[O:18].[CH3:39][C:40]([CH3:42])=[O:41]. (2) Given the product [CH2:1]([S:3]([N:6]1[CH2:11][CH2:10][C:9]([CH2:12][NH2:13])([CH2:14][CH:15]2[CH2:20][CH2:19][O:18][CH2:17][CH2:16]2)[CH2:8][CH2:7]1)(=[O:5])=[O:4])[CH3:2], predict the reactants needed to synthesize it. The reactants are: [CH2:1]([S:3]([N:6]1[CH2:11][CH2:10][C:9]([CH2:14][CH:15]2[CH2:20][CH2:19][O:18][CH2:17][CH2:16]2)([C:12]#[N:13])[CH2:8][CH2:7]1)(=[O:5])=[O:4])[CH3:2].N.O. (3) Given the product [Cl:1][C:2]1[CH:3]=[C:4]([C:18]2[CH:19]=[CH:20][C:21]([C@H:24]3[C:29]4=[N:30][S:31](=[O:35])(=[O:34])[CH2:32][CH2:33][N:28]4[CH2:27][CH2:26][CH2:25]3)=[CH:22][CH:23]=2)[CH:5]=[CH:6][C:7]=1[F:8], predict the reactants needed to synthesize it. The reactants are: [Cl:1][C:2]1[CH:3]=[C:4](B(O)O)[CH:5]=[CH:6][C:7]=1[F:8].FC(F)(F)S(O[C:18]1[CH:23]=[CH:22][C:21]([C@H:24]2[C:29]3=[N:30][S:31](=[O:35])(=[O:34])[CH2:32][CH2:33][N:28]3[CH2:27][CH2:26][CH2:25]2)=[CH:20][CH:19]=1)(=O)=O.C(=O)([O-])[O-].[Na+].[Na+]. (4) Given the product [CH3:1][O:2][C:3](=[O:27])[C@H:4]([NH:16][C:17]([O:19][CH2:20][C:21]1[CH:22]=[CH:23][CH:24]=[CH:25][CH:26]=1)=[O:18])[CH2:5][C:6]1[CH:15]=[C:14]([Cl:28])[C:9]2[NH:10][C:11](=[O:13])[O:12][C:8]=2[CH:7]=1.[CH3:1][O:2][C:3](=[O:27])[CH:4]([NH:16][C:17]([O:19][CH2:20][C:21]1[CH:22]=[CH:23][CH:24]=[CH:25][CH:26]=1)=[O:18])[CH2:5][C:6]1[C:15]([Cl:28])=[CH:14][C:9]2[NH:10][C:11](=[O:13])[O:12][C:8]=2[CH:7]=1, predict the reactants needed to synthesize it. The reactants are: [CH3:1][O:2][C:3](=[O:27])[C@H:4]([NH:16][C:17]([O:19][CH2:20][C:21]1[CH:26]=[CH:25][CH:24]=[CH:23][CH:22]=1)=[O:18])[CH2:5][C:6]1[CH:15]=[CH:14][C:9]2[NH:10][C:11](=[O:13])[O:12][C:8]=2[CH:7]=1.[Cl:28]N1C(=O)CCC1=O.